From a dataset of Reaction yield outcomes from USPTO patents with 853,638 reactions. Predict the reaction yield, written as a fraction of the theoretical maximum amount of product (1.0 means a 100% yield; for example, 0.34 means a 34% yield). The reactants are [NH2:1][C:2]1[CH:3]=[CH:4][C:5]([NH:18][CH2:19][CH:20]2[CH2:25][CH2:24][N:23](C(OC(C)(C)C)=O)[CH2:22][CH2:21]2)=[C:6]([CH:17]=1)[C:7]([NH:9][C:10]1[CH:15]=[CH:14][C:13]([Cl:16])=[CH:12][N:11]=1)=[O:8].C(N(C(C)C)C(C)C)C.[CH3:42][S:43](Cl)(=[O:45])=[O:44]. The catalyst is ClCCl. The product is [Cl:16][C:13]1[CH:14]=[CH:15][C:10]([NH:9][C:7](=[O:8])[C:6]2[CH:17]=[C:2]([NH:1][S:43]([CH3:42])(=[O:45])=[O:44])[CH:3]=[CH:4][C:5]=2[NH:18][CH2:19][CH:20]2[CH2:25][CH2:24][NH:23][CH2:22][CH2:21]2)=[N:11][CH:12]=1. The yield is 0.560.